From a dataset of Reaction yield outcomes from USPTO patents with 853,638 reactions. Predict the reaction yield, written as a fraction of the theoretical maximum amount of product (1.0 means a 100% yield; for example, 0.34 means a 34% yield). The reactants are Br[C:2]1[CH:3]=[C:4]([CH3:28])[C:5]([CH:8]2[CH2:13][C:12]([CH3:27])([S:14]([C:17]3[CH:22]=[CH:21][CH:20]=[C:19]([C:23]([F:26])([F:25])[F:24])[CH:18]=3)(=[O:16])=[O:15])[CH2:11][CH2:10][O:9]2)=[N:6][CH:7]=1.CCN(C(C)C)C(C)C.[CH3:38][S-:39].[Na+]. The catalyst is C1(C)C=CC=CC=1.C1C=CC(/C=C/C(/C=C/C2C=CC=CC=2)=O)=CC=1.C1C=CC(/C=C/C(/C=C/C2C=CC=CC=2)=O)=CC=1.C1C=CC(/C=C/C(/C=C/C2C=CC=CC=2)=O)=CC=1.[Pd].[Pd].CC1(C)C2C(=C(P(C3C=CC=CC=3)C3C=CC=CC=3)C=CC=2)OC2C(P(C3C=CC=CC=3)C3C=CC=CC=3)=CC=CC1=2. The product is [CH3:28][C:4]1[C:5]([CH:8]2[CH2:13][C:12]([CH3:27])([S:14]([C:17]3[CH:22]=[CH:21][CH:20]=[C:19]([C:23]([F:26])([F:25])[F:24])[CH:18]=3)(=[O:16])=[O:15])[CH2:11][CH2:10][O:9]2)=[N:6][CH:7]=[C:2]([S:39][CH3:38])[CH:3]=1. The yield is 0.930.